The task is: Regression/Classification. Given a drug SMILES string, predict its absorption, distribution, metabolism, or excretion properties. Task type varies by dataset: regression for continuous measurements (e.g., permeability, clearance, half-life) or binary classification for categorical outcomes (e.g., BBB penetration, CYP inhibition). Dataset: cyp2c9_veith.. This data is from CYP2C9 inhibition data for predicting drug metabolism from PubChem BioAssay. (1) The molecule is O=C(O)C(Sc1ccc(Cl)cc1)Sc1ccc(Cl)cc1. The result is 1 (inhibitor). (2) The drug is COc1cc(C2C(C(=O)OCCC#N)=C(C)NC3=C2S(=O)(=O)c2ccccc23)cc(OC)c1OC. The result is 1 (inhibitor). (3) The compound is CC(C)[C@@H](Br)C(=O)NCC(=O)O. The result is 0 (non-inhibitor). (4) The drug is COc1ccc(-n2c(=O)c(-c3cccs3)nc3cnc(Nc4ccccc4)nc32)cc1. The result is 0 (non-inhibitor). (5) The molecule is Cc1ccc(-n2c(N)c(C(=O)NCc3ccco3)sc2=S)cc1. The result is 1 (inhibitor). (6) The molecule is Cc1cc(C)nc(NC(=O)CCCC(=O)O)c1. The result is 0 (non-inhibitor). (7) The molecule is O=c1c2ccccc2nc2n1CCC2. The result is 0 (non-inhibitor). (8) The compound is COc1ccc(CO/N=C/c2c(C)[nH]c(=O)[nH]c2=O)cc1. The result is 0 (non-inhibitor). (9) The result is 0 (non-inhibitor). The molecule is CC(=O)OC[C@@H]1O[C@@H](O/N=C2/C[C@@H](O)[C@@H](O)[C@H]3[C@H]2CC[C@H]2C(=O)N(c4ccc(F)cc4F)C(=O)[C@H]32)[C@H](OC(C)=O)[C@H](OC(C)=O)[C@@H]1OC(C)=O. (10) The molecule is COc1ccc(NC(=O)C(c2ccc(OC)cc2)N(C)C(=O)CNC(C)=O)cc1. The result is 0 (non-inhibitor).